The task is: Predict the reaction yield, written as a fraction of the theoretical maximum amount of product (1.0 means a 100% yield; for example, 0.34 means a 34% yield).. This data is from Reaction yield outcomes from USPTO patents with 853,638 reactions. The reactants are [Mg].[CH3:2][O:3][C:4]1[CH:12]=[CH:11][CH:10]=[C:9]2[C:5]=1[CH:6]=[C:7]([C:13]([OH:15])=[O:14])[NH:8]2.Cl.N.[CH3:18]O. No catalyst specified. The product is [CH3:18][O:14][C:13]([CH:7]1[CH2:6][C:5]2[C:9](=[CH:10][CH:11]=[CH:12][C:4]=2[O:3][CH3:2])[NH:8]1)=[O:15]. The yield is 0.640.